This data is from Full USPTO retrosynthesis dataset with 1.9M reactions from patents (1976-2016). The task is: Predict the reactants needed to synthesize the given product. (1) Given the product [Br:9][C:10]1[CH:15]=[C:14]([O:16][CH3:17])[C:13]([O:18][CH3:19])=[CH:12][C:11]=1[CH2:20][CH2:2][C:1]#[N:3], predict the reactants needed to synthesize it. The reactants are: [C:1](#[N:3])[CH3:2].C([Li])CCC.[Br:9][C:10]1[CH:15]=[C:14]([O:16][CH3:17])[C:13]([O:18][CH3:19])=[CH:12][C:11]=1[CH2:20]Br.O. (2) Given the product [Cl:1][C:2]1[CH:3]=[C:4]([CH:23]=[CH:24][C:25]=1[F:26])[CH2:5][N:6]1[CH2:15][CH2:14][C:13]2[C:12]([C:16]([OH:18])=[O:17])=[N:11][CH:10]=[C:9]([OH:21])[C:8]=2[C:7]1=[O:22], predict the reactants needed to synthesize it. The reactants are: [Cl:1][C:2]1[CH:3]=[C:4]([CH:23]=[CH:24][C:25]=1[F:26])[CH2:5][N:6]1[CH2:15][CH2:14][C:13]2[C:12]([C:16]([O:18]CC)=[O:17])=[N:11][CH:10]=[C:9]([OH:21])[C:8]=2[C:7]1=[O:22].[Li+].[OH-].Cl.